Dataset: Peptide-MHC class I binding affinity with 185,985 pairs from IEDB/IMGT. Task: Regression. Given a peptide amino acid sequence and an MHC pseudo amino acid sequence, predict their binding affinity value. This is MHC class I binding data. (1) The MHC is HLA-B07:02 with pseudo-sequence HLA-B07:02. The binding affinity (normalized) is 0.0847. The peptide sequence is LIGANYLGK. (2) The peptide sequence is FLAFVVFLL. The MHC is HLA-A02:01 with pseudo-sequence HLA-A02:01. The binding affinity (normalized) is 1.00. (3) The peptide sequence is TSPGEIKPK. The MHC is HLA-A03:01 with pseudo-sequence HLA-A03:01. The binding affinity (normalized) is 0. (4) The MHC is HLA-A02:01 with pseudo-sequence HLA-A02:01. The peptide sequence is TLIDIWFLA. The binding affinity (normalized) is 1.00. (5) The peptide sequence is KRKRITVLDIG. The MHC is Mamu-B03 with pseudo-sequence Mamu-B03. The binding affinity (normalized) is 0.437. (6) The peptide sequence is YLKDQQLL. The MHC is HLA-A33:01 with pseudo-sequence HLA-A33:01. The binding affinity (normalized) is 0. (7) The peptide sequence is LPRERFRKT. The binding affinity (normalized) is 0.0847. The MHC is HLA-A03:01 with pseudo-sequence HLA-A03:01.